Dataset: Forward reaction prediction with 1.9M reactions from USPTO patents (1976-2016). Task: Predict the product of the given reaction. Given the reactants [CH3:1][O:2][C:3]1[CH:8]=[CH:7][C:6]([C:9]2[C:10]([CH3:15])=[N:11][NH:12][C:13]=2[NH2:14])=[CH:5][CH:4]=1.[O:16]1[CH2:21][CH2:20][O:19][C:18]2[CH:22]=[C:23]([C:26](=O)[CH2:27][C:28](OCC)=[O:29])[CH:24]=[CH:25][C:17]1=2, predict the reaction product. The product is: [O:16]1[CH2:21][CH2:20][O:19][C:18]2[CH:22]=[C:23]([C:26]3[NH:14][C:13]4[N:12]([N:11]=[C:10]([CH3:15])[C:9]=4[C:6]4[CH:5]=[CH:4][C:3]([O:2][CH3:1])=[CH:8][CH:7]=4)[C:28](=[O:29])[CH:27]=3)[CH:24]=[CH:25][C:17]1=2.